This data is from Full USPTO retrosynthesis dataset with 1.9M reactions from patents (1976-2016). The task is: Predict the reactants needed to synthesize the given product. (1) The reactants are: C(=O)([O-])[O-].[K+].[K+].[CH3:7][O:8][C:9]1[CH:10]=[C:11]([OH:17])[CH:12]=[CH:13][C:14]=1[O:15][CH3:16].Br[CH2:19][C:20]#[N:21]. Given the product [CH3:7][O:8][C:9]1[CH:10]=[C:11]([CH:12]=[CH:13][C:14]=1[O:15][CH3:16])[O:17][CH2:19][C:20]#[N:21], predict the reactants needed to synthesize it. (2) Given the product [CH3:16][N:17]1[CH2:22][CH2:21][N:20]([C:2]2[N:11]=[C:10]([CH2:12][C:13]([NH2:15])=[O:14])[C:9]3[C:4](=[CH:5][CH:6]=[CH:7][CH:8]=3)[N:3]=2)[CH2:19][CH2:18]1, predict the reactants needed to synthesize it. The reactants are: Cl[C:2]1[N:11]=[C:10]([CH2:12][C:13]([NH2:15])=[O:14])[C:9]2[C:4](=[CH:5][CH:6]=[CH:7][CH:8]=2)[N:3]=1.[CH3:16][N:17]1[CH2:22][CH2:21][NH:20][CH2:19][CH2:18]1.CCOC(C)=O. (3) Given the product [F:17][C:18]1[CH:23]=[C:22]([F:24])[CH:21]=[CH:20][C:19]=1[N:25]1[CH2:26][CH2:27][N:28]([CH2:2][CH2:3][CH2:4][CH2:5][NH2:6])[CH2:29][CH2:30]1, predict the reactants needed to synthesize it. The reactants are: Br[CH2:2][CH2:3][CH2:4][CH2:5][N:6]1C(=O)C2=CC=CC=C2C1=O.[F:17][C:18]1[CH:23]=[C:22]([F:24])[CH:21]=[CH:20][C:19]=1[N:25]1[CH2:30][CH2:29][NH:28][CH2:27][CH2:26]1.C(=O)([O-])[O-].[K+].[K+].[I-].[K+].NN.Cl. (4) The reactants are: [OH:1][CH2:2][CH:3]1[NH:8][CH2:7][CH2:6][N:5]([C:9]([O:11][C:12]([CH3:15])([CH3:14])[CH3:13])=[O:10])[CH2:4]1.N1C=CN=C1.[Si:21](Cl)([C:24]([CH3:27])([CH3:26])[CH3:25])([CH3:23])[CH3:22]. Given the product [Si:21]([O:1][CH2:2][CH:3]1[NH:8][CH2:7][CH2:6][N:5]([C:9]([O:11][C:12]([CH3:15])([CH3:14])[CH3:13])=[O:10])[CH2:4]1)([C:24]([CH3:27])([CH3:26])[CH3:25])([CH3:23])[CH3:22], predict the reactants needed to synthesize it. (5) Given the product [C:14]([CH2:16][C:17]([NH:1][C:2]1[CH:10]=[CH:9][C:5]([C:6]([OH:8])=[O:7])=[CH:4][CH:3]=1)=[O:18])([OH:15])=[O:13], predict the reactants needed to synthesize it. The reactants are: [NH2:1][C:2]1[CH:10]=[CH:9][C:5]([C:6]([OH:8])=[O:7])=[CH:4][CH:3]=1.CC1(C)O[C:17](=[O:18])[CH2:16][C:14](=[O:15])[O:13]1. (6) Given the product [Cl:1][C:2]1[C:3]([OH:21])=[C:4]([NH:8][S:9]([C:12]2[CH:13]=[C:14]([CH:18]=[CH:19][CH:20]=2)[C:15]([N:36]([CH2:31][CH3:32])[CH2:35][CH3:34])=[O:17])(=[O:10])=[O:11])[CH:5]=[N:6][CH:7]=1, predict the reactants needed to synthesize it. The reactants are: [Cl:1][C:2]1[C:3]([OH:21])=[C:4]([NH:8][S:9]([C:12]2[CH:13]=[C:14]([CH:18]=[CH:19][CH:20]=2)[C:15]([OH:17])=O)(=[O:11])=[O:10])[CH:5]=[N:6][CH:7]=1.CN(C(ON1N=N[C:32]2C=[CH:34][CH:35]=[N:36][C:31]1=2)=[N+](C)C)C.F[P-](F)(F)(F)(F)F.CCN(C(C)C)C(C)C.C(NCC)C. (7) Given the product [NH2:12][C:7]1[C:6]2[C:11](=[C:2]([F:1])[CH:3]=[CH:4][CH:5]=2)[CH:10]=[CH:9][CH:8]=1, predict the reactants needed to synthesize it. The reactants are: [F:1][C:2]1[C:11]2[C:6](=[C:7]([N+:12]([O-])=O)[CH:8]=[CH:9][CH:10]=2)[CH:5]=[CH:4][CH:3]=1.[OH-].[Na+].